From a dataset of Forward reaction prediction with 1.9M reactions from USPTO patents (1976-2016). Predict the product of the given reaction. Given the reactants [C:1]([C:4]1[CH:28]=[CH:27][C:7]([C:8]([NH:10][CH2:11][CH2:12][CH2:13][CH2:14][C@H:15]([NH:20]C(=O)C(F)(F)F)[C:16]([O:18]C)=[O:17])=[O:9])=[CH:6][CH:5]=1)(=[O:3])[CH3:2].[OH-].[Na+].[ClH:31].COC(=O)[C@@H](NC(=O)C(F)(F)F)CCCCN, predict the reaction product. The product is: [Cl-:31].[C:1]([C:4]1[CH:28]=[CH:27][C:7]([C:8]([NH:10][CH2:11][CH2:12][CH2:13][CH2:14][C@@H:15]([C:16]([OH:18])=[O:17])[NH3+:20])=[O:9])=[CH:6][CH:5]=1)(=[O:3])[CH3:2].